The task is: Predict the reactants needed to synthesize the given product.. This data is from Full USPTO retrosynthesis dataset with 1.9M reactions from patents (1976-2016). (1) Given the product [CH3:28][S:25]([N:22]1[CH2:21][CH:20]=[C:19]([C:17]2[CH:18]=[C:13]3[CH2:12][C@@H:11]([CH:8]4[CH2:9][CH2:10][N:5]([C:3]5[N:4]=[C:30]([C:31]6([CH3:34])[CH2:33][CH2:32]6)[O:1][N:2]=5)[CH2:6][CH2:7]4)[O:29][C:14]3=[CH:15][N:16]=2)[CH2:24][CH2:23]1)(=[O:27])=[O:26], predict the reactants needed to synthesize it. The reactants are: [OH:1][NH:2][C:3]([N:5]1[CH2:10][CH2:9][CH:8]([C@H:11]2[O:29][C:14]3=[CH:15][N:16]=[C:17]([C:19]4[CH2:20][CH2:21][N:22]([S:25]([CH3:28])(=[O:27])=[O:26])[CH2:23][CH:24]=4)[CH:18]=[C:13]3[CH2:12]2)[CH2:7][CH2:6]1)=[NH:4].[CH3:30][C:31]1([C:34](Cl)=O)[CH2:33][CH2:32]1. (2) The reactants are: [NH2:1][CH:2]1[CH2:7][CH2:6][N:5]([C:8]2[N:13]=[CH:12][C:11]([NH:14][C:15]([C:17]3[O:21][C:20]([N:22]4[CH2:27][CH2:26][CH2:25][CH2:24][CH2:23]4)=[N:19][C:18]=3[C:28]([F:31])([F:30])[F:29])=[O:16])=[CH:10][CH:9]=2)[CH2:4][CH2:3]1.[F:32][C:33]1[CH:41]=[CH:40][CH:39]=[C:38]([F:42])[C:34]=1[C:35](O)=[O:36]. Given the product [F:32][C:33]1[CH:41]=[CH:40][CH:39]=[C:38]([F:42])[C:34]=1[C:35]([NH:1][CH:2]1[CH2:3][CH2:4][N:5]([C:8]2[N:13]=[CH:12][C:11]([NH:14][C:15]([C:17]3[O:21][C:20]([N:22]4[CH2:27][CH2:26][CH2:25][CH2:24][CH2:23]4)=[N:19][C:18]=3[C:28]([F:31])([F:30])[F:29])=[O:16])=[CH:10][CH:9]=2)[CH2:6][CH2:7]1)=[O:36], predict the reactants needed to synthesize it.